This data is from Full USPTO retrosynthesis dataset with 1.9M reactions from patents (1976-2016). The task is: Predict the reactants needed to synthesize the given product. (1) Given the product [CH2:15]1[C:16]2[C:21](=[CH:20][CH:19]=[CH:18][CH:17]=2)[CH2:22][CH2:23][N:14]1[CH2:13][C@@H:12]([OH:24])[CH2:11][NH:10][C:8]([C:4]1[CH:3]=[C:2]([NH:29][CH:27]2[CH2:28][O:25][CH2:26]2)[N:7]=[CH:6][N:5]=1)=[O:9], predict the reactants needed to synthesize it. The reactants are: Cl[C:2]1[N:7]=[CH:6][N:5]=[C:4]([C:8]([NH:10][CH2:11][C@H:12]([OH:24])[CH2:13][N:14]2[CH2:23][CH2:22][C:21]3[C:16](=[CH:17][CH:18]=[CH:19][CH:20]=3)[CH2:15]2)=[O:9])[CH:3]=1.[O:25]1[CH2:28][CH:27]([NH2:29])[CH2:26]1.CCN(C(C)C)C(C)C. (2) Given the product [ClH:1].[CH2:15]([CH:5]([NH2:4])[C:6]([C:8]1[CH:9]=[CH:10][C:11]([OH:14])=[CH:12][CH:13]=1)=[O:7])[CH3:16], predict the reactants needed to synthesize it. The reactants are: [ClH:1].C([NH:4][CH2:5][C:6]([C:8]1[CH:13]=[CH:12][C:11]([OH:14])=[CH:10][CH:9]=1)=[O:7])C.[CH:15](N)(C)[CH3:16].C(N)C. (3) The reactants are: [CH2:1]([N:3]1[C:12]2[C:7](=[C:8]([N+:16]([O-])=O)[C:9]3[O:15][CH2:14][O:13][C:10]=3[CH:11]=2)[C:6](=[O:19])[C:5]([C:20]([OH:22])=[O:21])=[N:4]1)[CH3:2]. Given the product [NH2:16][C:8]1[C:9]2[O:15][CH2:14][O:13][C:10]=2[CH:11]=[C:12]2[C:7]=1[C:6](=[O:19])[C:5]([C:20]([OH:22])=[O:21])=[N:4][N:3]2[CH2:1][CH3:2], predict the reactants needed to synthesize it. (4) Given the product [C:18]([O:22][C:23]([NH:25][CH2:26][CH2:27][N:28]([C:1]([O:10][CH2:11][CH2:12][Si:13]([CH3:14])([CH3:15])[CH3:16])=[O:17])[CH2:29][C:30]([O:32][CH2:33][CH3:34])=[O:31])=[O:24])([CH3:21])([CH3:20])[CH3:19], predict the reactants needed to synthesize it. The reactants are: [C:1](=[O:17])([O:10][CH2:11][CH2:12][Si:13]([CH3:16])([CH3:15])[CH3:14])ON1C(=O)CCC1=O.[C:18]([O:22][C:23]([NH:25][CH2:26][CH2:27][NH:28][CH2:29][C:30]([O:32][CH2:33][CH3:34])=[O:31])=[O:24])([CH3:21])([CH3:20])[CH3:19].C([O-])([O-])=O.[K+].[K+].